This data is from Full USPTO retrosynthesis dataset with 1.9M reactions from patents (1976-2016). The task is: Predict the reactants needed to synthesize the given product. (1) Given the product [S:26]([CH2:25][CH2:24][S:30]([OH:33])(=[O:32])=[O:31])([OH:29])(=[O:28])=[O:27].[Cl:1][C:2]1[CH:21]=[CH:20][C:5]([O:6][C@@H:7]([C:14]2[CH:19]=[CH:18][CH:17]=[CH:16][CH:15]=2)[C@H:8]2[O:13][CH2:12][CH2:11][NH:10][CH2:9]2)=[C:4]([O:22][CH3:23])[CH:3]=1, predict the reactants needed to synthesize it. The reactants are: [Cl:1][C:2]1[CH:21]=[CH:20][C:5]([O:6][C@@H:7]([C:14]2[CH:19]=[CH:18][CH:17]=[CH:16][CH:15]=2)[C@H:8]2[O:13][CH2:12][CH2:11][NH:10][CH2:9]2)=[C:4]([O:22][CH3:23])[CH:3]=1.[CH2:24]([S:30]([OH:33])(=[O:32])=[O:31])[CH2:25][S:26]([OH:29])(=[O:28])=[O:27].N#N. (2) Given the product [NH2:12][C:10]1[N:9]=[CH:8][N:7]=[C:6]2[N:5]([CH:13]3[CH2:17][CH2:16][N:15]([C:21](=[O:22])[CH2:20][N:19]([CH3:24])[CH3:18])[CH2:14]3)[N:4]=[C:3]([I:2])[C:11]=12, predict the reactants needed to synthesize it. The reactants are: Cl.[I:2][C:3]1[C:11]2[C:6](=[N:7][CH:8]=[N:9][C:10]=2[NH2:12])[N:5]([CH:13]2[CH2:17][CH2:16][NH:15][CH2:14]2)[N:4]=1.[CH3:18][N:19]([CH3:24])[CH2:20][C:21](O)=[O:22].ON1C2N=CC=CC=2N=N1.Cl.CN(C)CCCN=C=NCC.C(N(C(C)C)CC)(C)C. (3) Given the product [Br:5][C:6]1[CH:11]=[CH:10][C:9]([S:3][CH2:1][CH3:2])=[C:8]([Cl:13])[CH:7]=1, predict the reactants needed to synthesize it. The reactants are: [CH2:1]([S-:3])[CH3:2].[Na+].[Br:5][C:6]1[CH:11]=[CH:10][C:9](F)=[C:8]([Cl:13])[CH:7]=1.O. (4) Given the product [CH3:39][C:34]1[CH:33]=[C:32]([C:28]2[CH:27]=[C:26]([C:24]3[CH2:23][C:22](=[O:21])[NH:13][C:6]4[CH:7]=[C:8]([C:9]([F:12])([F:11])[F:10])[C:3]([C:2]([F:15])([F:16])[F:1])=[CH:4][C:5]=4[N:14]=3)[CH:31]=[CH:30][CH:29]=2)[CH:37]=[C:36]([CH3:38])[N:35]=1, predict the reactants needed to synthesize it. The reactants are: [F:1][C:2]([F:16])([F:15])[C:3]1[CH:4]=[C:5]([NH2:14])[C:6]([NH2:13])=[CH:7][C:8]=1[C:9]([F:12])([F:11])[F:10].C([O:21][C:22](=O)[CH2:23][C:24]([C:26]1[CH:31]=[CH:30][CH:29]=[C:28]([C:32]2[CH:37]=[C:36]([CH3:38])[N:35]=[C:34]([CH3:39])[CH:33]=2)[CH:27]=1)=O)(C)(C)C.C(O)(C(F)(F)F)=O. (5) Given the product [CH3:22][O:21][C:18]1[CH:19]=[CH:20][C:15]([C:10]2[N:11]=[C:12]([S:14][CH3:25])[O:13][C:9]=2[C:6]2[CH:5]=[CH:4][C:3]([O:2][CH3:1])=[CH:8][CH:7]=2)=[CH:16][N:17]=1, predict the reactants needed to synthesize it. The reactants are: [CH3:1][O:2][C:3]1[CH:8]=[CH:7][C:6]([C:9]2[O:13][C:12](=[S:14])[NH:11][C:10]=2[C:15]2[CH:16]=[N:17][C:18]([O:21][CH3:22])=[CH:19][CH:20]=2)=[CH:5][CH:4]=1.[H-].[Na+].[CH3:25]N(C)C=O. (6) Given the product [N+:19]([C:16]1[CH:17]=[C:18]2[C:13](=[CH:14][CH:15]=1)[NH:12][N:11]=[C:10]2[O:9][CH2:8][CH2:7][N:4]1[CH2:3][CH2:2][O:1][CH2:6][CH2:5]1)([O-:21])=[O:20], predict the reactants needed to synthesize it. The reactants are: [O:1]1[CH2:6][CH2:5][N:4]([CH2:7][CH2:8][O:9][C:10]2[C:18]3[C:13](=[CH:14][CH:15]=[C:16]([N+:19]([O-:21])=[O:20])[CH:17]=3)[N:12](C(OCC)=O)[N:11]=2)[CH2:3][CH2:2]1.[OH-].[K+]. (7) Given the product [NH2:1][C:2]1[C:7]([S:8]([NH:11][C@@H:12]2[CH2:16][CH2:15][N:14]([CH3:17])[CH2:13]2)(=[O:10])=[O:9])=[CH:6][C:5]([C:38]2[CH:39]=[CH:40][C:34]3[O:33][CH2:32][CH2:31][N:30]([C:28]4[C:27]5[CH2:26][C:25]([CH3:44])([CH3:45])[CH2:24][CH2:23][C:22]=5[N:21]=[C:20]([CH3:19])[N:29]=4)[CH2:36][C:35]=3[CH:37]=2)=[CH:4][N:3]=1, predict the reactants needed to synthesize it. The reactants are: [NH2:1][C:2]1[C:7]([S:8]([NH:11][C@H:12]2[CH2:16][CH2:15][N:14]([CH3:17])[CH2:13]2)(=[O:10])=[O:9])=[CH:6][C:5](Br)=[CH:4][N:3]=1.[CH3:19][C:20]1[N:29]=[C:28]([N:30]2[CH2:36][C:35]3[CH:37]=[C:38](B(O)O)[CH:39]=[CH:40][C:34]=3[O:33][CH2:32][CH2:31]2)[C:27]2[CH2:26][C:25]([CH3:45])([CH3:44])[CH2:24][CH2:23][C:22]=2[N:21]=1.